Dataset: Reaction yield outcomes from USPTO patents with 853,638 reactions. Task: Predict the reaction yield, written as a fraction of the theoretical maximum amount of product (1.0 means a 100% yield; for example, 0.34 means a 34% yield). (1) The reactants are [CH3:1][C:2]([C@H:6]1[CH2:11][CH2:10][C@H:9]([O:12][C:13]2[C:14]([C:30]([F:33])([F:32])[F:31])=[C:15]3[C:20](=[CH:21][CH:22]=2)[CH:19]=[C:18]([C@:23]2([CH3:29])[CH2:27][O:26]C(=O)[NH:24]2)[CH:17]=[CH:16]3)[CH2:8][CH2:7]1)([CH3:5])[CH2:3][CH3:4].O.C(O)C. The catalyst is [OH-].[Li+]. The product is [NH2:24][C@@:23]([C:18]1[CH:17]=[CH:16][C:15]2[C:20](=[CH:21][CH:22]=[C:13]([O:12][C@H:9]3[CH2:8][CH2:7][C@H:6]([C:2]([CH3:1])([CH3:5])[CH2:3][CH3:4])[CH2:11][CH2:10]3)[C:14]=2[C:30]([F:32])([F:33])[F:31])[CH:19]=1)([CH3:29])[CH2:27][OH:26]. The yield is 0.900. (2) The reactants are Cl.C([O:9][C:10]1[CH:19]=[C:18]2[C:13]([C:14]([NH:20][C:21]3[CH:26]=[CH:25][C:24]([Cl:27])=[CH:23][C:22]=3[F:28])=[N:15][CH:16]=[N:17]2)=[CH:12][C:11]=1[O:29][CH3:30])C1C=CC=CC=1. The catalyst is C(O)(C(F)(F)F)=O. The product is [Cl:27][C:24]1[CH:25]=[CH:26][C:21]([NH:20][C:14]2[C:13]3[C:18](=[CH:19][C:10]([OH:9])=[C:11]([O:29][CH3:30])[CH:12]=3)[N:17]=[CH:16][N:15]=2)=[C:22]([F:28])[CH:23]=1. The yield is 0.720. (3) The reactants are C([O:5][C:6](=[O:32])[C@@H:7]([O:9][C:10]1[N:31]=[CH:30][C:13]2[C:14]3[N:18]([CH2:19][CH2:20][O:21][C:12]=2[CH:11]=1)[CH:17]=[C:16]([C:22]1[N:23]([CH:27]([CH3:29])[CH3:28])[N:24]=[CH:25][N:26]=1)[N:15]=3)[CH3:8])(C)(C)C. The catalyst is Cl.O1CCOCC1. The product is [CH:27]([N:23]1[C:22]([C:16]2[N:15]=[C:14]3[N:18]([CH2:19][CH2:20][O:21][C:12]4[CH:11]=[C:10]([O:9][C@@H:7]([CH3:8])[C:6]([OH:32])=[O:5])[N:31]=[CH:30][C:13]=43)[CH:17]=2)=[N:26][CH:25]=[N:24]1)([CH3:29])[CH3:28]. The yield is 0.660.